From a dataset of Catalyst prediction with 721,799 reactions and 888 catalyst types from USPTO. Predict which catalyst facilitates the given reaction. (1) Product: [CH3:26][S:25][C:23]1[CH:22]=[CH:21][N:20]=[C:19]([O:7][C:8]2[CH:15]=[C:12]([C:13]#[N:14])[CH:11]=[C:10]([CH:9]=2)[C:16]#[N:17])[N:24]=1. Reactant: C(=O)([O-])[O-].[K+].[K+].[OH:7][C:8]1[CH:9]=[C:10]([C:16]#[N:17])[CH:11]=[C:12]([CH:15]=1)[C:13]#[N:14].Cl[C:19]1[N:24]=[C:23]([S:25][CH3:26])[CH:22]=[CH:21][N:20]=1.C(OCC)(=O)C. The catalyst class is: 35. (2) Reactant: [S:1]1[CH2:5][CH2:4][C:3]2[CH:6]=[C:7]([CH2:10][C:11]([OH:13])=[O:12])[CH:8]=[CH:9][C:2]1=2.[CH3:14]O. Product: [CH3:14][O:12][C:11](=[O:13])[CH2:10][C:7]1[CH:8]=[CH:9][C:2]2[S:1][CH2:5][CH2:4][C:3]=2[CH:6]=1. The catalyst class is: 33. (3) Reactant: [OH:1][CH2:2][CH2:3][CH2:4][CH2:5][O:6][C:7]1[N:16]=[C:15]2[C:10]([CH2:11][CH2:12][C:13](=[O:17])[NH:14]2)=[CH:9][CH:8]=1.C(N(CC)CC)C.[CH3:25][S:26](Cl)(=[O:28])=[O:27].O. Product: [CH3:25][S:26]([O:1][CH2:2][CH2:3][CH2:4][CH2:5][O:6][C:7]1[CH:8]=[CH:9][C:10]2[CH2:11][CH2:12][C:13](=[O:17])[NH:14][C:15]=2[N:16]=1)(=[O:28])=[O:27]. The catalyst class is: 4. (4) Reactant: [CH:1]1([S:4](Cl)(=[O:6])=[O:5])[CH2:3][CH2:2]1.[CH2:8]([OH:15])[C:9]1[CH:14]=[CH:13][CH:12]=[CH:11][CH:10]=1.N1C=CC=CC=1. Product: [CH:1]1([S:4]([O:15][CH2:8][C:9]2[CH:14]=[CH:13][CH:12]=[CH:11][CH:10]=2)(=[O:6])=[O:5])[CH2:3][CH2:2]1. The catalyst class is: 2. (5) Reactant: [Cl:1][CH2:2][CH2:3][CH2:4][C:5](Cl)=[O:6].[Br:8][C:9]1[CH:10]=[C:11]([CH:13]=[CH:14][C:15]=1[F:16])[NH2:12].C(N(CC)CC)C. Product: [Br:8][C:9]1[CH:10]=[C:11]([NH:12][C:5](=[O:6])[CH2:4][CH2:3][CH2:2][Cl:1])[CH:13]=[CH:14][C:15]=1[F:16]. The catalyst class is: 2. (6) Reactant: C[O:2][C:3](=[O:22])[C:4]1[CH:9]=[CH:8][C:7]([O:10][CH3:11])=[C:6]([O:12][CH2:13][CH2:14][C:15]2[CH:20]=[CH:19][C:18]([Cl:21])=[CH:17][N:16]=2)[CH:5]=1.O.O.[OH-].[Li+].Cl. Product: [Cl:21][C:18]1[CH:19]=[CH:20][C:15]([CH2:14][CH2:13][O:12][C:6]2[CH:5]=[C:4]([CH:9]=[CH:8][C:7]=2[O:10][CH3:11])[C:3]([OH:22])=[O:2])=[N:16][CH:17]=1. The catalyst class is: 5.